Dataset: Full USPTO retrosynthesis dataset with 1.9M reactions from patents (1976-2016). Task: Predict the reactants needed to synthesize the given product. (1) Given the product [CH2:44]([O:1][C:2]1[CH:43]=[CH:42][CH:41]=[CH:40][C:3]=1[CH2:4][C:5]1[C:6]([O:16][C@@H:17]2[O:34][C@H:33]([CH2:35][O:36][C:37](=[O:39])[CH3:38])[C@@H:28]([O:29][C:30](=[O:32])[CH3:31])[C@H:23]([O:24][C:25](=[O:27])[CH3:26])[C@H:18]2[O:19][C:20](=[O:22])[CH3:21])=[N:7][N:8]([CH2:13][CH2:14][OH:15])[C:9]=1[CH:10]([CH3:12])[CH3:11])[C:45]1[CH:50]=[CH:49][CH:48]=[CH:47][CH:46]=1, predict the reactants needed to synthesize it. The reactants are: [OH:1][C:2]1[CH:43]=[CH:42][CH:41]=[CH:40][C:3]=1[CH2:4][C:5]1[C:6]([O:16][C@@H:17]2[O:34][C@H:33]([CH2:35][O:36][C:37](=[O:39])[CH3:38])[C@@H:28]([O:29][C:30](=[O:32])[CH3:31])[C@H:23]([O:24][C:25](=[O:27])[CH3:26])[C@H:18]2[O:19][C:20](=[O:22])[CH3:21])=[N:7][N:8]([CH2:13][CH2:14][OH:15])[C:9]=1[CH:10]([CH3:12])[CH3:11].[CH2:44](Br)[C:45]1[CH:50]=[CH:49][CH:48]=[CH:47][CH:46]=1.C(=O)([O-])[O-].[K+].[K+].O. (2) The reactants are: C(OC(N1C[C@@H](C)N2[C@H](CC3C2=NC(C(F)F)=C(CO)C=3)C1)=O)(C)(C)C.[C:27]([O:31][C:32]([N:34]1[CH2:46][C@@H:45]([CH3:47])[N:44]2[C@H:36]([CH2:37][C:38]3[C:43]2=[N:42][C:41]([C@H:48]([O:50][CH3:51])[CH3:49])=[C:40]([CH:52]=[O:53])[CH:39]=3)[CH2:35]1)=[O:33])([CH3:30])([CH3:29])[CH3:28].[BH4-].[Na+]. Given the product [C:27]([O:31][C:32]([N:34]1[CH2:46][C@@H:45]([CH3:47])[N:44]2[C@H:36]([CH2:37][C:38]3[C:43]2=[N:42][C:41]([C@H:48]([O:50][CH3:51])[CH3:49])=[C:40]([CH2:52][OH:53])[CH:39]=3)[CH2:35]1)=[O:33])([CH3:30])([CH3:29])[CH3:28], predict the reactants needed to synthesize it. (3) Given the product [Cl:1][C:2]1[C:3]([F:13])=[C:4]([C:22]2[CH:21]=[N:20][CH:19]=[C:18]([S:15]([CH3:14])(=[O:17])=[O:16])[CH:23]=2)[C:5]([OH:11])=[C:6]([C:8](=[O:10])[CH3:9])[CH:7]=1, predict the reactants needed to synthesize it. The reactants are: [Cl:1][C:2]1[C:3]([F:13])=[C:4](I)[C:5]([OH:11])=[C:6]([C:8](=[O:10])[CH3:9])[CH:7]=1.[CH3:14][S:15]([C:18]1[CH:19]=[N:20][CH:21]=[C:22](B2OC(C)(C)C(C)(C)O2)[CH:23]=1)(=[O:17])=[O:16]. (4) The reactants are: [Li]CCCC.[Cl:6][C:7]1[S:8][C:9](Cl)=[C:10]([Cl:13])[C:11]=1[Cl:12].C([O:17][C:18](=O)[C:19]([F:22])([F:21])[F:20])C. Given the product [F:20][C:19]([F:22])([F:21])[C:18]([C:9]1[S:8][C:7]([Cl:6])=[C:11]([Cl:12])[C:10]=1[Cl:13])=[O:17], predict the reactants needed to synthesize it. (5) The reactants are: [CH2:1]([O:8][C:9]1[C:10]([CH3:19])=[CH:11][C:12]([F:18])=[C:13]([N+:15]([O-])=O)[CH:14]=1)[C:2]1[CH:7]=[CH:6][CH:5]=[CH:4][CH:3]=1. Given the product [CH2:1]([O:8][C:9]1[C:10]([CH3:19])=[CH:11][C:12]([F:18])=[C:13]([CH:14]=1)[NH2:15])[C:2]1[CH:3]=[CH:4][CH:5]=[CH:6][CH:7]=1, predict the reactants needed to synthesize it. (6) Given the product [NH2:18][C:16]1[CH:15]=[C:12]([CH:11]=[C:10]([O:9][CH2:8][CH2:7][N:4]2[CH2:3][CH2:2][O:1][CH2:6][CH2:5]2)[CH:17]=1)[C:13]#[N:14], predict the reactants needed to synthesize it. The reactants are: [O:1]1[CH2:6][CH2:5][N:4]([CH2:7][CH2:8][O:9][C:10]2[CH:11]=[C:12]([CH:15]=[C:16]([N+:18]([O-])=O)[CH:17]=2)[C:13]#[N:14])[CH2:3][CH2:2]1.[NH4+].[Cl-].O.